This data is from Full USPTO retrosynthesis dataset with 1.9M reactions from patents (1976-2016). The task is: Predict the reactants needed to synthesize the given product. (1) Given the product [Br:1][C:2]1[N:3]=[C:4]([C@@H:16]2[CH2:20][C@H:19]([CH3:21])[CH2:18][N:17]2[C:22]([O:24][C:25]([CH3:26])([CH3:27])[CH3:28])=[O:23])[N:5]([CH2:8][O:9][CH2:10][CH2:11][Si:12]([CH3:14])([CH3:13])[CH3:15])[C:6]=1[CH:37]=[O:38], predict the reactants needed to synthesize it. The reactants are: [Br:1][C:2]1[N:3]=[C:4]([C@@H:16]2[CH2:20][C@H:19]([CH3:21])[CH2:18][N:17]2[C:22]([O:24][C:25]([CH3:28])([CH3:27])[CH3:26])=[O:23])[N:5]([CH2:8][O:9][CH2:10][CH2:11][Si:12]([CH3:15])([CH3:14])[CH3:13])[C:6]=1Br.[Li]CCCC.CN([CH:37]=[O:38])C. (2) Given the product [CH3:35][O:34][C:28]1[CH:27]=[C:26]([CH2:25][C@H:24]([CH3:36])[C@H:23]([CH3:37])[CH2:22][C:16]2[CH:17]=[CH:18][C:19]([O:20][CH3:21])=[C:14]([O:13][CH2:12][CH2:11][O:10][CH2:9][CH2:8][O:7][CH2:6][CH2:5][O:4][CH2:3][CH2:2][N:48]3[CH:49]=[CH:50][N:51]=[C:47]3[N+:44]([O-:46])=[O:45])[CH:15]=2)[CH:31]=[CH:30][C:29]=1[O:32][CH3:33], predict the reactants needed to synthesize it. The reactants are: Br[CH2:2][CH2:3][O:4][CH2:5][CH2:6][O:7][CH2:8][CH2:9][O:10][CH2:11][CH2:12][O:13][C:14]1[CH:15]=[C:16]([CH2:22][C@@H:23]([CH3:37])[C@@H:24]([CH3:36])[CH2:25][C:26]2[CH:31]=[CH:30][C:29]([O:32][CH3:33])=[C:28]([O:34][CH3:35])[CH:27]=2)[CH:17]=[CH:18][C:19]=1[O:20][CH3:21].C(=O)([O-])[O-].[K+].[K+].[N+:44]([C:47]1[NH:48][CH:49]=[CH:50][N:51]=1)([O-:46])=[O:45].